The task is: Predict the product of the given reaction.. This data is from Forward reaction prediction with 1.9M reactions from USPTO patents (1976-2016). (1) The product is: [Br:14][C:11]1[CH:10]=[CH:9][C:8]([CH:4]2[CH2:3][CH:2]=[CH:7][CH2:6][O:5]2)=[CH:13][CH:12]=1. Given the reactants Br[CH:2]1[CH2:7][CH2:6][O:5][CH:4]([C:8]2[CH:13]=[CH:12][C:11]([Br:14])=[CH:10][CH:9]=2)[CH2:3]1.N12CCCN=C1CCCCC2, predict the reaction product. (2) The product is: [F:15][C:2]([F:1])([F:14])[C:3]1[CH:4]=[CH:5][C:6]([C:9]2[S:10][C:11]([C:22]3[CH:32]=[CH:31][C:25]([C:26]([O:28][CH2:29][CH3:30])=[O:27])=[CH:24][CH:23]=3)=[CH:12][CH:13]=2)=[CH:7][CH:8]=1. Given the reactants [F:1][C:2]([F:15])([F:14])[C:3]1[CH:8]=[CH:7][C:6]([C:9]2[S:10][CH:11]=[CH:12][CH:13]=2)=[CH:5][CH:4]=1.C([Li])CCC.I[C:22]1[CH:32]=[CH:31][C:25]([C:26]([O:28][CH2:29][CH3:30])=[O:27])=[CH:24][CH:23]=1.Cl, predict the reaction product. (3) Given the reactants [Cl:1][C:2]1[CH:3]=[N:4][CH:5]=[C:6]([OH:8])[CH:7]=1.[CH3:9][O:10][C:11]1[CH:18]=[CH:17][C:14]([CH2:15]O)=[CH:13][CH:12]=1.C1(P(C2C=CC=CC=2)C2C=CC=CC=2)C=CC=CC=1.C1COCC1, predict the reaction product. The product is: [Cl:1][C:2]1[CH:3]=[N:4][CH:5]=[C:6]([O:8][CH2:15][C:14]2[CH:17]=[CH:18][C:11]([O:10][CH3:9])=[CH:12][CH:13]=2)[CH:7]=1. (4) Given the reactants [Br:1][C:2]1[CH:10]=[CH:9][C:5]([C:6]([OH:8])=O)=[CH:4][C:3]=1[C:11]([F:14])([F:13])[F:12].[CH3:15][N:16]([CH3:24])[CH:17]1[CH2:22][CH2:21][CH:20]([NH2:23])[CH2:19][CH2:18]1.C(N(CC)C(C)C)(C)C.F[P-](F)(F)(F)(F)F.CN(C(ON1C2=NC=CC=C2N=N1)=[N+](C)C)C, predict the reaction product. The product is: [Br:1][C:2]1[CH:10]=[CH:9][C:5]([C:6]([NH:23][CH:20]2[CH2:21][CH2:22][CH:17]([N:16]([CH3:24])[CH3:15])[CH2:18][CH2:19]2)=[O:8])=[CH:4][C:3]=1[C:11]([F:14])([F:13])[F:12]. (5) Given the reactants Br[C:2]1[N:7]=[CH:6][C:5]([F:8])=[CH:4][N:3]=1.C(=O)([O-])[O-].[K+].[K+].[C:15]([C:17]1[CH:22]=[CH:21][CH:20]=[CH:19][C:18]=1B(O)O)#[N:16], predict the reaction product. The product is: [F:8][C:5]1[CH:4]=[N:3][C:2]([C:18]2[CH:19]=[CH:20][CH:21]=[CH:22][C:17]=2[C:15]#[N:16])=[N:7][CH:6]=1. (6) Given the reactants [NH2:1][C:2]1[CH:11]=[CH:10][C:5]2[NH:6][C:7](=[O:9])[NH:8][C:4]=2[CH:3]=1.[Cl:12][C:13]1[N:18]=[C:17](Cl)[C:16]([F:20])=[CH:15][N:14]=1.CO, predict the reaction product. The product is: [Cl:12][C:13]1[N:18]=[C:17]([NH:1][C:2]2[CH:11]=[CH:10][C:5]3[NH:6][C:7](=[O:9])[NH:8][C:4]=3[CH:3]=2)[C:16]([F:20])=[CH:15][N:14]=1. (7) Given the reactants [CH3:1][N:2]1[CH2:7][CH2:6][CH:5]([OH:8])[CH2:4][CH2:3]1.[H-].[Na+].F[C:12]1[CH:17]=[CH:16][C:15]([N+:18]([O-:20])=[O:19])=[CH:14][C:13]=1[C:21]([F:24])([F:23])[F:22], predict the reaction product. The product is: [CH3:1][N:2]1[CH2:7][CH2:6][CH:5]([O:8][C:12]2[CH:17]=[CH:16][C:15]([N+:18]([O-:20])=[O:19])=[CH:14][C:13]=2[C:21]([F:22])([F:23])[F:24])[CH2:4][CH2:3]1. (8) Given the reactants [O-]S(C(F)(F)F)(=O)=O.NCC([P:14](=[O:21])([O:18][CH2:19][CH3:20])[O:15][CH2:16][CH3:17])(C)C.N1[C:27]([CH3:28])=[CH:26][CH:25]=[CH:24]C=1C.C(=O)([O-])[O-].[Cs+].[Cs+], predict the reaction product. The product is: [PH:14](=[O:21])([O:15][CH2:16][C:17]1[CH:24]=[CH:25][CH:26]=[CH:27][CH:28]=1)[O:18][CH2:19][C:20]1[CH:28]=[CH:27][CH:26]=[CH:25][CH:24]=1. (9) Given the reactants [CH3:1][O:2][CH2:3][CH2:4][N:5]([CH3:18])[C:6]1[N:11]=[CH:10][C:9]([CH:12]([CH3:17])[C:13]([O:15]C)=[O:14])=[CH:8][CH:7]=1.[Li+].[OH-].Cl, predict the reaction product. The product is: [CH3:1][O:2][CH2:3][CH2:4][N:5]([CH3:18])[C:6]1[N:11]=[CH:10][C:9]([CH:12]([CH3:17])[C:13]([OH:15])=[O:14])=[CH:8][CH:7]=1.